Task: Predict the reactants needed to synthesize the given product.. Dataset: Full USPTO retrosynthesis dataset with 1.9M reactions from patents (1976-2016) (1) Given the product [F:1][C:2]1[CH:3]=[CH:4][C:5]([N:8]2[C:12]([CH:13]([OH:17])[CH:14]([CH3:16])[CH3:15])=[CH:11][CH:10]=[N:9]2)=[CH:6][CH:7]=1, predict the reactants needed to synthesize it. The reactants are: [F:1][C:2]1[CH:7]=[CH:6][C:5]([N:8]2[CH:12]=[CH:11][CH:10]=[N:9]2)=[CH:4][CH:3]=1.[CH:13](=[O:17])[CH:14]([CH3:16])[CH3:15]. (2) Given the product [Cl:1][C:2]1[CH:7]=[C:6]([C:8]2[N:12]=[CH:11][N:10](/[CH:13]=[CH:14]\[C:15]([OH:17])=[O:16])[N:9]=2)[CH:5]=[C:4]([O:21][CH:22]([CH3:24])[CH3:23])[N:3]=1, predict the reactants needed to synthesize it. The reactants are: [Cl:1][C:2]1[CH:7]=[C:6]([C:8]2[N:12]=[CH:11][N:10](/[CH:13]=[CH:14]\[C:15]([O:17]C(C)C)=[O:16])[N:9]=2)[CH:5]=[C:4]([O:21][CH:22]([CH3:24])[CH3:23])[N:3]=1.[Li+].[OH-].C(OCC)(=O)C. (3) Given the product [F:21][C:20]([F:23])([F:22])[C:29]([OH:30])=[O:32].[F:28][C:24]1[CH:25]=[CH:26][CH:27]=[C:2]([F:1])[C:3]=1[C:4]([NH:6][C:7]1[CH:11]=[CH:10][N:9]([CH2:12][C:13]2[CH:18]=[CH:17][C:16]([O:19][CH2:37][C:38]3[CH:39]=[N:40][CH:41]=[CH:42][CH:43]=3)=[CH:15][C:14]=2[C:20]([F:23])([F:21])[F:22])[N:8]=1)=[O:5], predict the reactants needed to synthesize it. The reactants are: [F:1][C:2]1[CH:27]=[CH:26][CH:25]=[C:24]([F:28])[C:3]=1[C:4]([NH:6][C:7]1[CH:11]=[CH:10][N:9]([CH2:12][C:13]2[CH:18]=[CH:17][C:16]([OH:19])=[CH:15][C:14]=2[C:20]([F:23])([F:22])[F:21])[N:8]=1)=[O:5].[C:29](=[O:32])([O-])[O-:30].[Cs+].[Cs+].Br.Br[CH2:37][C:38]1[CH:39]=[N:40][CH:41]=[CH:42][CH:43]=1. (4) Given the product [NH3:14].[CH3:28][C:24]1[C:23]([CH3:29])=[C:22]([O:20][CH:17]2[CH2:18][CH2:19][N:14]([C:7]([O:9][C:10]([CH3:13])([CH3:12])[CH3:11])=[O:8])[CH2:15][CH2:16]2)[CH:27]=[CH:26][N:25]=1, predict the reactants needed to synthesize it. The reactants are: CC(C)([O-])C.[K+].[C:7]([N:14]1[CH2:19][CH2:18][CH:17]([OH:20])[CH2:16][CH2:15]1)([O:9][C:10]([CH3:13])([CH3:12])[CH3:11])=[O:8].Cl[C:22]1[CH:27]=[CH:26][N:25]=[C:24]([CH3:28])[C:23]=1[CH3:29].